From a dataset of TCR-epitope binding with 47,182 pairs between 192 epitopes and 23,139 TCRs. Binary Classification. Given a T-cell receptor sequence (or CDR3 region) and an epitope sequence, predict whether binding occurs between them. (1) Result: 0 (the TCR does not bind to the epitope). The TCR CDR3 sequence is CASSLEREGRGEQFF. The epitope is ILGLPTQTV. (2) The epitope is WICLLQFAY. The TCR CDR3 sequence is CAIGTGTISTETQYF. Result: 0 (the TCR does not bind to the epitope). (3) The epitope is RLRAEAQVK. The TCR CDR3 sequence is CASSPDSNYGYTF. Result: 1 (the TCR binds to the epitope). (4) The epitope is TLVPQEHYV. The TCR CDR3 sequence is CASSLGLGGTYEQYF. Result: 1 (the TCR binds to the epitope). (5) The epitope is GTSGSPIIDK. The TCR CDR3 sequence is CASSALAGGYNEQFF. Result: 1 (the TCR binds to the epitope).